Dataset: Forward reaction prediction with 1.9M reactions from USPTO patents (1976-2016). Task: Predict the product of the given reaction. Given the reactants [Br:1][C:2]1[C:3]([CH3:9])=[N:4][C:5]([Cl:8])=[CH:6][CH:7]=1.[Br:10]N1C(=O)CCC1=O.CC(N=NC(C#N)(C)C)(C#N)C, predict the reaction product. The product is: [Br:1][C:2]1[C:3]([CH2:9][Br:10])=[N:4][C:5]([Cl:8])=[CH:6][CH:7]=1.